Dataset: Forward reaction prediction with 1.9M reactions from USPTO patents (1976-2016). Task: Predict the product of the given reaction. The product is: [CH:13]1([N:16]2[C:20]3[N:21]=[C:22]([C:31]4[CH:37]=[CH:36][C:34]([NH:35][C:5]([NH:44][C:41]5[CH:42]=[CH:43][N:38]=[CH:39][CH:40]=5)=[O:11])=[CH:33][CH:32]=4)[N:23]=[C:24]([N:25]4[CH2:30][CH2:29][O:28][CH2:27][CH2:26]4)[C:19]=3[N:18]=[N:17]2)[CH2:15][CH2:14]1. Given the reactants ClC(Cl)(O[C:5](=[O:11])OC(Cl)(Cl)Cl)Cl.[CH:13]1([N:16]2[C:20]3[N:21]=[C:22]([C:31]4[CH:37]=[CH:36][C:34]([NH2:35])=[CH:33][CH:32]=4)[N:23]=[C:24]([N:25]4[CH2:30][CH2:29][O:28][CH2:27][CH2:26]4)[C:19]=3[N:18]=[N:17]2)[CH2:15][CH2:14]1.[N:38]1[CH:43]=[CH:42][C:41]([NH2:44])=[CH:40][CH:39]=1.CCN(CC)CC, predict the reaction product.